This data is from Full USPTO retrosynthesis dataset with 1.9M reactions from patents (1976-2016). The task is: Predict the reactants needed to synthesize the given product. (1) Given the product [Cl:21][C:17]1[C:18]([F:20])=[CH:19][C:14]([C:13]([NH:12][CH3:11])=[O:23])=[C:15]([O:10][C:3]2[CH:4]=[CH:5][CH:6]=[C:7]([O:8][CH3:9])[C:2]=2[CH3:1])[CH:16]=1, predict the reactants needed to synthesize it. The reactants are: [CH3:1][C:2]1[C:7]([O:8][CH3:9])=[CH:6][CH:5]=[CH:4][C:3]=1[OH:10].[CH3:11][NH:12][C:13](=[O:23])[C:14]1[CH:19]=[C:18]([F:20])[C:17]([Cl:21])=[CH:16][C:15]=1F.CC(C)([O-])C.[K+].Cl. (2) Given the product [OH:28][C@:18]12[CH2:19][C:20](=[O:51])[CH2:21][CH2:22][C@:23]1([CH3:24])[C@@H:25]1[C@H:15]([C@H:6]3[C@@:4]([CH2:27][CH2:26]1)([CH3:5])[C:3](=[O:12])[CH2:8][CH2:7]3)[CH2:16][C@H:17]2[C:29]#[N:30], predict the reactants needed to synthesize it. The reactants are: C1CO[C:8]23OCC[O:12][C:3]2([C@:4]2([CH2:27][CH2:26][C@H:25]4[C@@H:15]([CH2:16][C@@H:17]([C:29]#[N:30])[C@:18]5([OH:28])[C@:23]4([CH3:24])[CH2:22][CH2:21][CH2:20][CH2:19]5)[C@@H:6]2[CH2:7]3)[CH3:5])O1.C([C@@H]1C2[C@](C)(CCC(=[O:51])C2)[C@@H]2[C@H]([C@H]3[C@@](CC2)(C)C(=O)CC3)C1)#N. (3) Given the product [CH3:17][O:16][N:15]([CH3:14])[C:10](=[O:12])[CH2:9][C:6]1[CH:5]=[CH:4][C:3]([O:2][CH3:1])=[CH:8][CH:7]=1, predict the reactants needed to synthesize it. The reactants are: [CH3:1][O:2][C:3]1[CH:8]=[CH:7][C:6]([CH2:9][C:10]([OH:12])=O)=[CH:5][CH:4]=1.Cl.[CH3:14][NH:15][O:16][CH3:17].CCN(CC)CC.CCN=C=NCCCN(C)C. (4) Given the product [C:36]1([C@H:42]2[NH:43][CH2:44][CH2:45][N:46]([C:2]3[N:7]=[C:6]([C:8]4[C:16]5[C:11](=[N:12][CH:13]=[CH:14][CH:15]=5)[NH:10][N:9]=4)[C:5]([C:89]([F:92])([F:91])[F:90])=[CH:4][CH:3]=3)[CH2:47]2)[CH:37]=[CH:38][CH:39]=[CH:40][CH:41]=1, predict the reactants needed to synthesize it. The reactants are: Br[C:2]1[N:7]=[C:6]([C:8]2[C:16]3[C:11](=[N:12][CH:13]=[CH:14][CH:15]=3)[N:10](C(C3C=CC=CC=3)(C3C=CC=CC=3)C3C=CC=CC=3)[N:9]=2)[CH:5]=[CH:4][CH:3]=1.[C:36]1([C@H:42]2[CH2:47][NH:46][CH2:45][CH2:44][NH:43]2)[CH:41]=[CH:40][CH:39]=[CH:38][CH:37]=1.CC(C)([O-])C.[Na+].C1(P(C2CCCCC2)C2C=CC=CC=2C2C=CC=CC=2C)CCCCC1.C([SiH](CC)CC)C.C(O)([C:89]([F:92])([F:91])[F:90])=O. (5) Given the product [F:30][C:31]1[CH:36]=[C:35]([F:37])[CH:34]=[CH:33][C:32]=1[O:29][CH:8]([C:5]1[CH:4]=[CH:3][C:2]([F:1])=[CH:7][CH:6]=1)[CH2:9][CH2:10][N:11]1[CH2:16][CH2:15][CH:14]([C:17]2[CH:18]=[C:19]([NH:23][C:24](=[O:28])[CH:25]([CH3:26])[CH3:27])[CH:20]=[CH:21][CH:22]=2)[CH2:13][CH2:12]1, predict the reactants needed to synthesize it. The reactants are: [F:1][C:2]1[CH:7]=[CH:6][C:5]([CH:8]([OH:29])[CH2:9][CH2:10][N:11]2[CH2:16][CH2:15][CH:14]([C:17]3[CH:18]=[C:19]([NH:23][C:24](=[O:28])[CH:25]([CH3:27])[CH3:26])[CH:20]=[CH:21][CH:22]=3)[CH2:13][CH2:12]2)=[CH:4][CH:3]=1.[F:30][C:31]1[CH:36]=[C:35]([F:37])[CH:34]=[CH:33][C:32]=1O. (6) The reactants are: [NH2:1][C:2]1[CH:3]=[C:4]([CH:21]=[CH:22][C:23]=1[F:24])[O:5][C:6]1[CH:7]=[CH:8][C:9]2[N:10]([CH:12]=[C:13]([NH:15][C:16]([CH:18]3[CH2:20][CH2:19]3)=[O:17])[N:14]=2)[N:11]=1.[F:25][C:26]([F:37])([F:36])[C:27]1[CH:28]=[C:29]([CH:33]=[CH:34][CH:35]=1)[C:30](O)=[O:31].ON1C2C=CC=CC=2N=N1.Cl.C(N=C=NCCCN(C)C)C. Given the product [CH:18]1([C:16]([NH:15][C:13]2[N:14]=[C:9]3[CH:8]=[CH:7][C:6]([O:5][C:4]4[CH:21]=[CH:22][C:23]([F:24])=[C:2]([NH:1][C:30](=[O:31])[C:29]5[CH:33]=[CH:34][CH:35]=[C:27]([C:26]([F:25])([F:36])[F:37])[CH:28]=5)[CH:3]=4)=[N:11][N:10]3[CH:12]=2)=[O:17])[CH2:20][CH2:19]1, predict the reactants needed to synthesize it. (7) Given the product [CH3:31][N:32]1[CH2:37][CH2:36][C:35]2[N:8]([CH2:12][CH2:13][NH:14][C:15](=[O:22])[O:16][CH2:17][C:18]([Cl:21])([Cl:20])[Cl:19])[C:5]3[CH:4]=[CH:3][C:2]([CH3:10])=[CH:7][C:6]=3[C:34]=2[CH2:33]1, predict the reactants needed to synthesize it. The reactants are: Cl.[C:2]1([CH3:10])[CH:7]=[CH:6][C:5]([NH:8]N)=[CH:4][CH:3]=1.Br[CH2:12][CH2:13][NH:14][C:15](=[O:22])[O:16][CH2:17][C:18]([Cl:21])([Cl:20])[Cl:19].C(N(CC)CC)C.Cl.[CH3:31][N:32]1[CH2:37][CH2:36][C:35](=O)[CH2:34][CH2:33]1.C(O)(C(F)(F)F)=O. (8) Given the product [CH3:12][C:11]1[C:6]([C:4]([OH:5])=[O:3])=[C:7]([CH3:17])[N:8]=[C:9]([NH:13][CH2:14][C:15]#[CH:16])[N:10]=1, predict the reactants needed to synthesize it. The reactants are: C([O:3][C:4]([C:6]1[C:7]([CH3:17])=[N:8][C:9]([NH:13][CH2:14][C:15]#[CH:16])=[N:10][C:11]=1[CH3:12])=[O:5])C.O.[OH-].[Li+].OS([O-])(=O)=O.[K+]. (9) Given the product [C:1]([O:4][CH2:5][CH:6]([N:12]1[CH:21]=[CH:20][C:19]2[C:14](=[CH:15][CH:16]=[CH:17][C:18]=2[I:32])[C:13]1=[O:23])[CH2:7][O:8][C:9](=[O:11])[CH3:10])(=[O:3])[CH3:2], predict the reactants needed to synthesize it. The reactants are: [C:1]([O:4][CH2:5][CH:6]([N:12]1[CH:21]=[CH:20][C:19]2[C:14](=[CH:15][CH:16]=[CH:17][C:18]=2N)[C:13]1=[O:23])[CH2:7][O:8][C:9](=[O:11])[CH3:10])(=[O:3])[CH3:2].N([O-])=O.[Na+].CS(C)=O.[IH:32].C([O-])(O)=O.[Na+].